Task: Predict which catalyst facilitates the given reaction.. Dataset: Catalyst prediction with 721,799 reactions and 888 catalyst types from USPTO (1) The catalyst class is: 2. Reactant: [F:1][C:2]1[C:3]([CH3:24])=[C:4]([CH:21]=[CH:22][CH:23]=1)[CH2:5][C:6]1[C:7]([C:15]2[CH:20]=[CH:19][CH:18]=[CH:17][CH:16]=2)=[C:8]2[N:13]([CH:14]=1)[CH:12]=[CH:11][CH:10]=[CH:9]2.N1C=CC=CC=1.[C:31](Cl)(Cl)=[O:32].C1(C)C=CC=CC=1.[C:42]([O:46][C:47]([N:49]1[CH2:54][CH2:53][NH:52][CH2:51][C@@H:50]1[CH2:55][C:56]([O:58][CH3:59])=[O:57])=[O:48])([CH3:45])([CH3:44])[CH3:43].C(N(CC)CC)C. Product: [C:42]([O:46][C:47]([N:49]1[CH2:54][CH2:53][N:52]([C:31]([C:14]2[N:13]3[C:8]([CH:9]=[CH:10][CH:11]=[CH:12]3)=[C:7]([C:15]3[CH:16]=[CH:17][CH:18]=[CH:19][CH:20]=3)[C:6]=2[CH2:5][C:4]2[CH:21]=[CH:22][CH:23]=[C:2]([F:1])[C:3]=2[CH3:24])=[O:32])[CH2:51][C@@H:50]1[CH2:55][C:56]([O:58][CH3:59])=[O:57])=[O:48])([CH3:45])([CH3:44])[CH3:43]. (2) Reactant: [F:1][C:2]1[C:9]([CH3:10])=[CH:8][CH:7]=[CH:6][C:3]=1[C:4]#[N:5].C1C(=O)N([Br:18])C(=O)C1.CC(N=NC(C#N)(C)C)(C#N)C. Product: [Br:18][CH2:10][C:9]1[C:2]([F:1])=[C:3]([CH:6]=[CH:7][CH:8]=1)[C:4]#[N:5]. The catalyst class is: 26. (3) Reactant: FC(F)(F)C(O)=O.[CH3:8][O:9][C:10](=[O:27])[C@@H:11]([NH:21][C:22](=[O:26])[C@@H:23]([NH2:25])[CH3:24])[CH2:12][C:13]1[CH:18]=[CH:17][C:16]([O:19][CH3:20])=[CH:15][CH:14]=1.C(N(CC)C(C)C)(C)C.[N:37]1[C:38]([C:46](O)=[O:47])=[CH:39][N:40]2[CH:45]=[CH:44][CH:43]=[CH:42][C:41]=12.CN(C(ON1N=NC2C=CC=NC1=2)=[N+](C)C)C.F[P-](F)(F)(F)(F)F. Product: [CH3:8][O:9][C:10](=[O:27])[C@@H:11]([NH:21][C:22](=[O:26])[C@@H:23]([NH:25][C:46]([C:38]1[N:37]=[C:41]2[CH:42]=[CH:43][CH:44]=[CH:45][N:40]2[CH:39]=1)=[O:47])[CH3:24])[CH2:12][C:13]1[CH:14]=[CH:15][C:16]([O:19][CH3:20])=[CH:17][CH:18]=1. The catalyst class is: 3. (4) Reactant: C(N(CC)C(C)C)(C)C.[CH3:10][N:11]1[CH2:16][CH2:15][N:14]([C:17]2[S:18][CH:19]=[C:20]([C:22]3[CH:27]=[CH:26][C:25]([C:28]([NH:30][C:31]4([C:37]([NH:39][C@H:40]([CH2:45][OH:46])[CH2:41][CH2:42][S:43][CH3:44])=[O:38])[CH2:36][CH2:35][CH2:34][CH2:33][CH2:32]4)=[O:29])=[CH:24][CH:23]=3)[N:21]=2)[CH2:13][CH2:12]1. Product: [CH3:10][N:11]1[CH2:16][CH2:15][N:14]([C:17]2[S:18][CH:19]=[C:20]([C:22]3[CH:23]=[CH:24][C:25]([C:28]([NH:30][C:31]4([C:37]([NH:39][C@H:40]([CH:45]=[O:46])[CH2:41][CH2:42][S:43][CH3:44])=[O:38])[CH2:36][CH2:35][CH2:34][CH2:33][CH2:32]4)=[O:29])=[CH:26][CH:27]=3)[N:21]=2)[CH2:13][CH2:12]1. The catalyst class is: 549. (5) Reactant: C([O:5][C:6](=[O:31])[CH2:7][O:8][C:9]1[CH:10]=[C:11]([CH:28]=[CH:29][CH:30]=1)[CH2:12][O:13][C:14]1[CH:19]=[CH:18][C:17]([CH2:20][CH2:21][C:22]([O:24][CH2:25][CH3:26])=[O:23])=[CH:16][C:15]=1[F:27])(C)(C)C.FC(F)(F)C(O)=O. Product: [CH2:25]([O:24][C:22](=[O:23])[CH2:21][CH2:20][C:17]1[CH:18]=[CH:19][C:14]([O:13][CH2:12][C:11]2[CH:10]=[C:9]([CH:30]=[CH:29][CH:28]=2)[O:8][CH2:7][C:6]([OH:31])=[O:5])=[C:15]([F:27])[CH:16]=1)[CH3:26]. The catalyst class is: 4. (6) Reactant: [C:1]([N:4]1[C:12]2[C:7](=[C:8]([N:17]3[CH2:22][CH2:21][CH2:20][CH2:19][S:18]3(=[O:24])=[O:23])[CH:9]=[C:10]([C:13]([O:15][CH3:16])=[O:14])[CH:11]=2)[CH2:6][CH2:5]1)(=O)[CH3:2].CCO. Product: [O:24]=[S:18]1(=[O:23])[CH2:19][CH2:20][CH2:21][CH2:22][N:17]1[C:8]1[CH:9]=[C:10]([C:13]([O:15][CH3:16])=[O:14])[CH:11]=[C:12]2[C:7]=1[CH2:6][CH2:5][N:4]2[CH2:1][CH3:2]. The catalyst class is: 1. (7) Reactant: [NH2:1][C:2]1[N:11]=[C:10]2[C:5]([C:6]([C:13]([F:16])([F:15])[F:14])=[CH:7][C:8]([OH:12])=[N:9]2)=[CH:4][CH:3]=1.Br[CH2:18][C:19](=O)[C:20]([O:22][CH3:23])=[O:21]. Product: [OH:12][C:8]1[CH:7]=[C:6]([C:13]([F:16])([F:15])[F:14])[C:5]2[CH:4]=[CH:3][C:2]3[N:11]([CH:18]=[C:19]([C:20]([O:22][CH3:23])=[O:21])[N:1]=3)[C:10]=2[N:9]=1. The catalyst class is: 35. (8) Reactant: [CH3:1][NH:2][C@@H:3]1[C:8]2[CH:9]=[CH:10][CH:11]=[CH:12][C:7]=2[C@H:6]([C:13]2[CH:14]=[CH:15][C:16]([Cl:20])=[C:17]([Cl:19])[CH:18]=2)[CH2:5][CH2:4]1.[ClH:21]. Product: [CH3:1][NH:2][C@@H:3]1[C:8]2[CH:9]=[CH:10][CH:11]=[CH:12][C:7]=2[C@H:6]([C:13]2[CH:14]=[CH:15][C:16]([Cl:20])=[C:17]([Cl:19])[CH:18]=2)[CH2:5][CH2:4]1.[ClH:21]. The catalyst class is: 14. (9) Reactant: [CH2:1]([OH:3])[CH3:2].[C:4]([NH:7][C:8]1[C:9](CC)=[C:10]([CH:14]=[CH:15][C:16]=1[N+:17]([O-])=O)[C:11]([O-])=[O:12])(=O)[CH3:5]. Product: [CH2:1]([O:3][C:11]([C:10]1[CH:14]=[CH:15][C:16]2[N:17]=[C:4]([CH3:5])[NH:7][C:8]=2[CH:9]=1)=[O:12])[CH3:2]. The catalyst class is: 15.